This data is from Full USPTO retrosynthesis dataset with 1.9M reactions from patents (1976-2016). The task is: Predict the reactants needed to synthesize the given product. (1) Given the product [Br:1][C:2]1[CH:3]=[C:4]2[C:8](=[CH:9][CH:10]=1)/[C:7](=[N:13]/[OH:14])/[CH2:6][CH2:5]2, predict the reactants needed to synthesize it. The reactants are: [Br:1][C:2]1[CH:3]=[C:4]2[C:8](=[CH:9][CH:10]=1)[C:7](=O)[CH2:6][CH2:5]2.Cl.[NH2:13][OH:14]. (2) Given the product [CH3:1][O:2][C:3]1[CH:11]=[CH:10][CH:9]=[C:8]2[C:4]=1[C:5]1([CH2:16][CH2:15]1)[C:6](=[O:12])[NH:7]2, predict the reactants needed to synthesize it. The reactants are: [CH3:1][O:2][C:3]1[CH:11]=[CH:10][CH:9]=[C:8]2[C:4]=1[CH2:5][C:6](=[O:12])[NH:7]2.CN(C)[CH2:15][CH2:16]N(C)C.CCCCCC.C([Li])CCC.BrCCBr.[Cl-].[NH4+].